Dataset: Forward reaction prediction with 1.9M reactions from USPTO patents (1976-2016). Task: Predict the product of the given reaction. (1) Given the reactants C[C:2]1[C:10]([Br:11])=[CH:9][C:5]([C:6]([OH:8])=[O:7])=[C:4]([CH3:12])[C:3]=1[N+:13]([O-:15])=[O:14].IC.[C:18](=O)([O-])[O-].[Na+].[Na+], predict the reaction product. The product is: [Br:11][C:10]1[CH:2]=[C:3]([N+:13]([O-:15])=[O:14])[C:4]([CH3:12])=[C:5]([CH:9]=1)[C:6]([O:8][CH3:18])=[O:7]. (2) Given the reactants [CH:1]([C@H:4]1[CH2:8][O:7][C:6](=[O:9])[N:5]1[C:10]1[CH:18]=[CH:17][C:13]([C:14]([OH:16])=O)=[CH:12][CH:11]=1)([CH3:3])[CH3:2].Cl.[CH3:20][C:21]1[C:22]([N:28]2[CH2:33][CH2:32][NH:31][CH2:30][CH2:29]2)=[N:23][CH:24]=[C:25]([CH3:27])[CH:26]=1, predict the reaction product. The product is: [CH3:20][C:21]1[C:22]([N:28]2[CH2:29][CH2:30][N:31]([C:14]([C:13]3[CH:12]=[CH:11][C:10]([N:5]4[C@@H:4]([CH:1]([CH3:2])[CH3:3])[CH2:8][O:7][C:6]4=[O:9])=[CH:18][CH:17]=3)=[O:16])[CH2:32][CH2:33]2)=[N:23][CH:24]=[C:25]([CH3:27])[CH:26]=1. (3) The product is: [OH:11][C:4]1[C:5]2[C:6](=[CH:7][C:8]3[C:9]([N:10]=2)=[CH:18][CH:17]=[CH:16][CH:21]=3)[CH:26]=[CH:25][CH:24]=1. Given the reactants N1[C:6]2[CH:7]=[CH:8][CH:9]=[N:10][C:5]=2[C:4]([OH:11])=NC=1.N1[C:21]2[C:16](=[CH:17][CH:18]=NC=2O)C=CC=1.N1C2=C(O)N=NC=C2[CH:26]=[CH:25][CH:24]=1.N1C2C(=CN=CC=2O)C=CC=1.C1C2C3C(=NC=CC=3)C=C(O)C=2N=CC=1.N1C=CN=C2C(O)=NC=CC=12.NN1C=CC=C(N)C1N.OC1C(O)OCCO1, predict the reaction product. (4) The product is: [ClH:36].[CH2:1]([C:5]1[CH:10]=[CH:9][C:8]([C:11]2[O:15][N:14]=[C:13]([C:16]3[CH:21]=[CH:20][C:19]([C@@H:22]([NH:24][C@@H:25]4[CH2:28][C@H:27]([C:29]([OH:31])=[O:30])[CH2:26]4)[CH3:23])=[CH:18][CH:17]=3)[N:12]=2)=[CH:7][CH:6]=1)[CH:2]([CH3:4])[CH3:3]. Given the reactants [CH2:1]([C:5]1[CH:10]=[CH:9][C:8]([C:11]2[O:15][N:14]=[C:13]([C:16]3[CH:21]=[CH:20][C:19]([C@@H:22]([NH:24][C@@H:25]4[CH2:28][C@H:27]([C:29]([O:31]CC)=[O:30])[CH2:26]4)[CH3:23])=[CH:18][CH:17]=3)[N:12]=2)=[CH:7][CH:6]=1)[CH:2]([CH3:4])[CH3:3].[OH-].[Na+].[ClH:36], predict the reaction product. (5) The product is: [CH2:1]([O:3][C:4](=[O:24])[N:5]([C:6]1[CH:11]=[C:10]([Cl:12])[N:9]=[C:8]([NH2:25])[C:7]=1[N+:14]([O-:16])=[O:15])[CH2:17][C:18]1[CH:23]=[CH:22][CH:21]=[CH:20][CH:19]=1)[CH3:2]. Given the reactants [CH2:1]([O:3][C:4](=[O:24])[N:5]([CH2:17][C:18]1[CH:23]=[CH:22][CH:21]=[CH:20][CH:19]=1)[C:6]1[CH:11]=[C:10]([Cl:12])[N:9]=[C:8](Cl)[C:7]=1[N+:14]([O-:16])=[O:15])[CH3:2].[NH3:25], predict the reaction product.